Dataset: Reaction yield outcomes from USPTO patents with 853,638 reactions. Task: Predict the reaction yield, written as a fraction of the theoretical maximum amount of product (1.0 means a 100% yield; for example, 0.34 means a 34% yield). (1) The reactants are [Cl:1][C:2]1[CH:3]=[C:4]([CH:7]=[CH:8][CH:9]=1)[CH:5]=[CH2:6].C[N+]1([O-])CC[O:14]CC1.C1C=C(Cl)C=C(C(OO)=O)C=1. The catalyst is C(Cl)Cl. The product is [Cl:1][C:2]1[CH:3]=[C:4]([CH:7]=[CH:8][CH:9]=1)[C@H:5]1[O:14][CH2:6]1. The yield is 0.860. (2) The reactants are [C:1]([O:5][C:6](=[O:22])[NH:7][C@H:8]([C:19](=O)[NH2:20])[CH2:9][C:10]1[CH:15]=[CH:14][C:13]([N+:16]([O-:18])=[O:17])=[CH:12][CH:11]=1)([CH3:4])([CH3:3])[CH3:2].COC1C=CC(P2(SP(C3C=CC(OC)=CC=3)(=S)S2)=[S:32])=CC=1. The catalyst is C1COCC1. The product is [C:1]([O:5][C:6](=[O:22])[NH:7][C@H:8]([C:19](=[S:32])[NH2:20])[CH2:9][C:10]1[CH:15]=[CH:14][C:13]([N+:16]([O-:18])=[O:17])=[CH:12][CH:11]=1)([CH3:4])([CH3:3])[CH3:2]. The yield is 0.830. (3) The reactants are [CH3:1][C:2]1[N:3]=[C:4]([NH:22]C(=O)C)[S:5][C:6]=1[C:7]1[CH:11]=[C:10]([S:12]([N:15]2[CH2:20][CH2:19][N:18]([CH3:21])[CH2:17][CH2:16]2)(=[O:14])=[O:13])[S:9][CH:8]=1.CCO. The catalyst is Cl. The product is [CH3:1][C:2]1[N:3]=[C:4]([NH2:22])[S:5][C:6]=1[C:7]1[CH:11]=[C:10]([S:12]([N:15]2[CH2:20][CH2:19][N:18]([CH3:21])[CH2:17][CH2:16]2)(=[O:14])=[O:13])[S:9][CH:8]=1. The yield is 0.910. (4) The reactants are [CH3:1][O:2][C:3]1[N:8]=[C:7]([NH2:9])[N:6]=[C:5]2[NH:10][N:11]=[CH:12][C:4]=12.C([O-])(=O)C.[Na+].[I:18]Cl.S(S([O-])=O)([O-])(=O)=O.[Na+].[Na+]. The catalyst is O. The product is [I:18][C:12]1[C:4]2[C:5](=[N:6][C:7]([NH2:9])=[N:8][C:3]=2[O:2][CH3:1])[NH:10][N:11]=1. The yield is 0.780. (5) The reactants are [CH3:1][O:2][C:3](=[O:26])[CH:4]([NH:18]C(OC(C)(C)C)=O)[C:5]1[CH:10]=[CH:9][CH:8]=[C:7]([NH:11][CH:12]2[CH2:17][CH2:16][CH2:15][CH2:14][CH2:13]2)[CH:6]=1.Cl. The catalyst is O1CCOCC1. The product is [CH3:1][O:2][C:3](=[O:26])[CH:4]([NH2:18])[C:5]1[CH:10]=[CH:9][CH:8]=[C:7]([NH:11][CH:12]2[CH2:13][CH2:14][CH2:15][CH2:16][CH2:17]2)[CH:6]=1. The yield is 0.870. (6) The reactants are [C:1](OC(=O)C)(=[O:3])[CH3:2].[I:8][C:9]1[C:14]2[O:15][CH2:16][O:17][C:13]=2[C:12]([NH2:18])=[CH:11][CH:10]=1.O. The catalyst is C(O)(=O)C. The product is [I:8][C:9]1[C:14]2[O:15][CH2:16][O:17][C:13]=2[C:12]([NH:18][C:1](=[O:3])[CH3:2])=[CH:11][CH:10]=1. The yield is 0.926. (7) The reactants are C(O[CH:5]1[C@@H:10]([O:11][C:12](=O)[CH3:13])[C@H:9]([O:15][C:16](=[O:18])[CH3:17])[C@@H:8]([O:19][C:20](=[O:22])[CH3:21])[C@H:7]([C:23]2[CH:28]=[CH:27][C:26]([Cl:29])=[C:25]([CH2:30][C:31]3[CH:36]=[CH:35][C:34]([O:37]C(=O)C)=[CH:33][CH:32]=3)[CH:24]=2)[O:6]1)(=O)C.[BrH:41].[OH2:42]. The catalyst is CC(O)=O.C(Cl)Cl. The product is [C:12]([O:11][C@H:10]1[C@H:9]([O:15][C:16](=[O:18])[CH3:17])[C@@H:8]([O:19][C:20](=[O:22])[CH3:21])[C@H:7]([C:23]2[CH:28]=[CH:27][C:26]([Cl:29])=[C:25]([CH2:30][C:31]3[CH:32]=[CH:33][C:34]([OH:37])=[CH:35][CH:36]=3)[CH:24]=2)[O:6][CH:5]1[Br:41])(=[O:42])[CH3:13]. The yield is 0.900. (8) The reactants are [NH:1]1[C:5]2[CH:6]=[CH:7][C:8]([C:10]([OH:12])=[O:11])=[CH:9][C:4]=2[N:3]=[CH:2]1.[C:13](O)(=O)C.Cl.S(Cl)([Cl:20])=O. The catalyst is [Rh].CO. The product is [ClH:20].[CH3:13][O:11][C:10]([CH:8]1[CH2:7][CH2:6][C:5]2[NH:1][CH:2]=[N:3][C:4]=2[CH2:9]1)=[O:12]. The yield is 0.920.